Dataset: Forward reaction prediction with 1.9M reactions from USPTO patents (1976-2016). Task: Predict the product of the given reaction. (1) Given the reactants FC(F)(F)S([O:6][C:7]1[C:12]2[O:13][CH:14]([CH2:17][O:18][S:19]([C:22]3[CH:27]=[CH:26][C:25]([CH3:28])=[CH:24][CH:23]=3)(=[O:21])=[O:20])[CH2:15]O[C:11]=2[CH:10]=[CH:9][CH:8]=1)(=O)=O.[Cl:31][C:32]1[C:37]([Cl:38])=[CH:36][CH:35]=[CH:34][C:33]=1B(O)O, predict the reaction product. The product is: [Cl:31][C:32]1[C:37]([Cl:38])=[CH:36][CH:35]=[CH:34][C:33]=1[C:11]1[C:12]2[O:13][CH:14]([CH2:17][O:18][S:19]([C:22]3[CH:23]=[CH:24][C:25]([CH3:28])=[CH:26][CH:27]=3)(=[O:20])=[O:21])[CH2:15][O:6][C:7]=2[CH:8]=[CH:9][CH:10]=1. (2) Given the reactants [OH-:1].[Na+].C([C:6]1[CH:7]=[CH:8][CH:9]=[C:10]([CH:17]=1)[CH2:11][C@@H:12]([C:14](N)=[O:15])[NH2:13])(O)=O.[N:18]1[C:19](=[O:27])[N:20]=[C:21]2[CH:26]=[CH:25][CH:24]=[CH:23][C:22]=12.[CH2:28]([OH:30])C, predict the reaction product. The product is: [O:27]=[C:19]1[NH:20][C:21]2[CH:26]=[CH:25][C:24]([C:28]([NH:13][CH:12]([CH2:11][C:10]3[CH:17]=[CH:6][CH:7]=[CH:8][CH:9]=3)[C:14]([OH:15])=[O:1])=[O:30])=[CH:23][C:22]=2[NH:18]1. (3) Given the reactants [NH2:1][C:2]1[CH:7]=[C:6]([O:8][C:9]2[CH:14]=[CH:13][C:12]([NH:15][C:16]([NH:18][C:19](=[O:35])[CH2:20][C:21]3[CH:26]=[CH:25][CH:24]=[C:23]([O:27]CC4C=CC=CC=4)[CH:22]=3)=[O:17])=[CH:11][C:10]=2[F:36])[CH:5]=[CH:4][N:3]=1, predict the reaction product. The product is: [NH2:1][C:2]1[CH:7]=[C:6]([O:8][C:9]2[CH:14]=[CH:13][C:12]([NH:15][C:16]([NH:18][C:19](=[O:35])[CH2:20][C:21]3[CH:26]=[CH:25][CH:24]=[C:23]([OH:27])[CH:22]=3)=[O:17])=[CH:11][C:10]=2[F:36])[CH:5]=[CH:4][N:3]=1. (4) Given the reactants [Cl:1][C:2]1[CH:3]=[C:4]([NH:8][C:9]2[N:14]=[C:13]([CH:15]([CH3:17])[CH3:16])[C:12]([C:18]([O:20]CC)=[O:19])=[CH:11][N:10]=2)[CH:5]=[CH:6][CH:7]=1.[OH-].[K+], predict the reaction product. The product is: [Cl:1][C:2]1[CH:3]=[C:4]([NH:8][C:9]2[N:14]=[C:13]([CH:15]([CH3:16])[CH3:17])[C:12]([C:18]([OH:20])=[O:19])=[CH:11][N:10]=2)[CH:5]=[CH:6][CH:7]=1. (5) Given the reactants [C:1]1([CH2:17]O)[C:14]2[C:15]3=[C:16]4[C:11](=[CH:12][CH:13]=2)[CH:10]=[CH:9][CH:8]=[C:7]4[CH:6]=[CH:5][C:4]3=[CH:3][CH:2]=1.P(Br)(Br)[Br:20].N#N.C(=O)(O)[O-].[Na+], predict the reaction product. The product is: [C:1]1([CH2:17][Br:20])[C:14]2[C:15]3=[C:16]4[C:11](=[CH:12][CH:13]=2)[CH:10]=[CH:9][CH:8]=[C:7]4[CH:6]=[CH:5][C:4]3=[CH:3][CH:2]=1. (6) Given the reactants [NH:1]1[CH2:6][CH2:5][CH:4]([CH2:7][CH2:8][C:9]2[CH:10]=[C:11]3[C:16](=[CH:17][CH:18]=2)[C:15](=[O:19])[O:14][CH2:13][CH2:12]3)[CH2:3][CH2:2]1.[N:20]1([C:25]2[CH:30]=[CH:29][C:28]([CH2:31][C:32](O)=[O:33])=[CH:27][CH:26]=2)[CH:24]=[N:23][N:22]=[N:21]1.C(Cl)CCl.C(N(CC)CC)C, predict the reaction product. The product is: [N:20]1([C:25]2[CH:26]=[CH:27][C:28]([CH2:31][C:32]([N:1]3[CH2:6][CH2:5][CH:4]([CH2:7][CH2:8][C:9]4[CH:10]=[C:11]5[C:16](=[CH:17][CH:18]=4)[C:15](=[O:19])[O:14][CH2:13][CH2:12]5)[CH2:3][CH2:2]3)=[O:33])=[CH:29][CH:30]=2)[CH:24]=[N:23][N:22]=[N:21]1. (7) Given the reactants [CH2:1]([O:8][C:9]1[CH:14]=[CH:13][C:12]([OH:15])=[C:11]([CH2:16][CH2:17][C:18]2[CH:23]=[CH:22][CH:21]=[CH:20][CH:19]=2)[CH:10]=1)[C:2]1[CH:7]=[CH:6][CH:5]=[CH:4][CH:3]=1.Br[CH2:25][C:26]([O:28][CH2:29][CH3:30])=[O:27].C(=O)([O-])[O-].[Cs+].[Cs+], predict the reaction product. The product is: [CH2:29]([O:28][C:26](=[O:27])[CH2:25][O:15][C:12]1[CH:13]=[CH:14][C:9]([O:8][CH2:1][C:2]2[CH:3]=[CH:4][CH:5]=[CH:6][CH:7]=2)=[CH:10][C:11]=1[CH2:16][CH2:17][C:18]1[CH:23]=[CH:22][CH:21]=[CH:20][CH:19]=1)[CH3:30].